This data is from Full USPTO retrosynthesis dataset with 1.9M reactions from patents (1976-2016). The task is: Predict the reactants needed to synthesize the given product. (1) Given the product [CH3:37][O:36][C:33]1[CH:32]=[CH:31][C:30]([C:27]2[CH:26]=[CH:25][C:24]([C:20]3[O:21][C:22]([CH3:23])=[C:18]([CH2:17][CH2:16][O:15][C:12]4[CH:11]=[CH:10][C:9]([O:8][C:5]([CH3:6])([CH3:7])[C:4]([OH:38])=[O:3])=[CH:14][CH:13]=4)[N:19]=3)=[CH:29][CH:28]=2)=[CH:35][CH:34]=1, predict the reactants needed to synthesize it. The reactants are: C([O:3][C:4](=[O:38])[C:5]([O:8][C:9]1[CH:14]=[CH:13][C:12]([O:15][CH2:16][CH2:17][C:18]2[N:19]=[C:20]([C:24]3[CH:29]=[CH:28][C:27]([C:30]4[CH:35]=[CH:34][C:33]([O:36][CH3:37])=[CH:32][CH:31]=4)=[CH:26][CH:25]=3)[O:21][C:22]=2[CH3:23])=[CH:11][CH:10]=1)([CH3:7])[CH3:6])C.[OH-].[Li+].C(O)C.Cl. (2) Given the product [NH2:2][CH2:1][C:3]1[CH:22]=[CH:21][C:6]([C:7]([N:9]([CH3:20])[C:10]2[CH:11]=[CH:12][C:13]([C:16]([F:17])([F:18])[F:19])=[CH:14][CH:15]=2)=[O:8])=[CH:5][C:4]=1[CH3:23], predict the reactants needed to synthesize it. The reactants are: [C:1]([C:3]1[CH:22]=[CH:21][C:6]([C:7]([N:9]([CH3:20])[C:10]2[CH:15]=[CH:14][C:13]([C:16]([F:19])([F:18])[F:17])=[CH:12][CH:11]=2)=[O:8])=[CH:5][C:4]=1[CH3:23])#[N:2].[BH4-].[Na+].[NH4+].[Cl-]. (3) Given the product [B:31]([C:16]1[CH:15]=[C:14]([CH2:17][CH2:18][CH3:19])[S:13][C:12]=1[S:9]([N:8]([C:3]1[C:2]([CH3:1])=[C:6]([CH3:7])[O:5][N:4]=1)[CH2:20][O:21][CH2:22][CH2:23][O:24][CH3:25])(=[O:11])=[O:10])([OH:36])[OH:32], predict the reactants needed to synthesize it. The reactants are: [CH3:1][C:2]1[C:3]([N:8]([CH2:20][O:21][CH2:22][CH2:23][O:24][CH3:25])[S:9]([C:12]2[S:13][C:14]([CH2:17][CH2:18][CH3:19])=[CH:15][CH:16]=2)(=[O:11])=[O:10])=[N:4][O:5][C:6]=1[CH3:7].C([Li])CCC.[B:31](OC(C)C)([O:36]C(C)C)[O:32]C(C)C.[Cl-].[NH4+]. (4) Given the product [Cl:1][C:2]1[N:10]=[C:9]2[C:5]([N:6]=[CH:7][N:8]2[CH:11]([CH3:13])[CH3:12])=[C:4]([NH:22][CH2:21][C:20]2[CH:23]=[CH:24][C:17]([O:16][CH3:15])=[CH:18][CH:19]=2)[N:3]=1, predict the reactants needed to synthesize it. The reactants are: [Cl:1][C:2]1[N:10]=[C:9]2[C:5]([N:6]=[CH:7][N:8]2[CH:11]([CH3:13])[CH3:12])=[C:4](Cl)[N:3]=1.[CH3:15][O:16][C:17]1[CH:24]=[CH:23][C:20]([CH2:21][NH2:22])=[CH:19][CH:18]=1. (5) Given the product [Br:1][C:2]1[CH:3]=[N:4][C:5]2[N:6]([N:8]=[C:9]([C:11]([N:16]3[CH2:17][CH2:18][C:19]4[C:24](=[CH:23][C:22]([C:25]5[N:26]=[N:27][NH:28][N:29]=5)=[CH:21][CH:20]=4)[CH:15]3[CH3:14])=[O:13])[CH:10]=2)[CH:7]=1, predict the reactants needed to synthesize it. The reactants are: [Br:1][C:2]1[CH:3]=[N:4][C:5]2[N:6]([N:8]=[C:9]([C:11]([OH:13])=O)[CH:10]=2)[CH:7]=1.[CH3:14][CH:15]1[C:24]2[C:19](=[CH:20][CH:21]=[C:22]([C:25]3[N:26]=[N:27][NH:28][N:29]=3)[CH:23]=2)[CH2:18][CH2:17][NH:16]1. (6) Given the product [CH3:1][N:2]([CH3:38])[CH2:3][CH2:4][CH2:5][NH:6][N:7]=[C:8]([C:10]1[C:19]2[C:18]([C:20]([OH:22])=[O:21])=[CH:17][C:16]([NH:39][CH2:40][CH2:41][CH2:42][OH:43])=[C:15]([C:24]([OH:26])=[O:25])[C:14]=2[C:13]([C:27](=[N:29][NH:30][CH2:31][CH2:32][CH2:33][N:34]([CH3:36])[CH3:35])[OH:28])=[CH:12][C:11]=1[NH:39][CH2:40][CH2:41][CH2:42][OH:43])[OH:9], predict the reactants needed to synthesize it. The reactants are: [CH3:1][N:2]([CH3:38])[CH2:3][CH2:4][CH2:5][NH:6][N:7]=[C:8]([C:10]1[C:19]2[C:18]([C:20]([OH:22])=[O:21])=[CH:17][C:16](Cl)=[C:15]([C:24]([OH:26])=[O:25])[C:14]=2[C:13]([C:27](=[N:29][NH:30][CH2:31][CH2:32][CH2:33][N:34]([CH3:36])[CH3:35])[OH:28])=[CH:12][C:11]=1Cl)[OH:9].[NH2:39][CH2:40][CH2:41][CH2:42][OH:43]. (7) Given the product [CH:26]1([N:24]2[CH2:23][CH2:22][N:21]([C:30](=[O:32])[CH2:31][N:14]3[CH2:13][CH2:12][C:11]4[C:16](=[CH:17][CH:18]=[C:9]([O:8][CH:1]5[CH2:2][CH2:7][CH2:6][CH2:5]5)[CH:10]=4)[CH2:15]3)[CH2:20][CH2:25]2)[CH2:29][CH2:28][CH2:27]1, predict the reactants needed to synthesize it. The reactants are: [CH2:1]([O:8][C:9]1[CH:10]=[C:11]2[C:16](=[CH:17][CH:18]=1)[CH2:15][NH:14][CH2:13][CH2:12]2)[C:2]1[CH:7]=[CH:6][CH:5]=CC=1.Cl[CH:20]1[CH2:25][N:24]([CH:26]2[CH2:29][CH2:28][CH2:27]2)[CH2:23][CH2:22][NH:21]1.[C:30](N)(=[O:32])[CH3:31].C([O-])([O-])=O.[K+].[K+].[Na+].[I-].